From a dataset of Forward reaction prediction with 1.9M reactions from USPTO patents (1976-2016). Predict the product of the given reaction. Given the reactants [CH3:1][S:2][C:3]1[N:8]=[C:7]([C:9](=[O:11])[CH3:10])[CH:6]=[CH:5][N:4]=1.CO[CH:14](OC)[N:15]([CH3:17])[CH3:16], predict the reaction product. The product is: [CH3:14][N:15]([CH3:17])/[CH:16]=[CH:10]/[C:9]([C:7]1[CH:6]=[CH:5][N:4]=[C:3]([S:2][CH3:1])[N:8]=1)=[O:11].